Dataset: Human liver microsome stability data. Task: Regression/Classification. Given a drug SMILES string, predict its absorption, distribution, metabolism, or excretion properties. Task type varies by dataset: regression for continuous measurements (e.g., permeability, clearance, half-life) or binary classification for categorical outcomes (e.g., BBB penetration, CYP inhibition). Dataset: hlm. (1) The compound is COc1ccc(-c2cc(-c3ccc(S(=O)(=O)N(C)C)cc3)cnc2N)cn1. The result is 1 (stable in human liver microsomes). (2) The result is 1 (stable in human liver microsomes). The compound is O=C(N[C@H]1C[C@H](c2nnc(-c3ccncn3)n2-c2ccccc2Cl)C1)c1ccnc2cccnc12. (3) The drug is COc1cc2nc3cc(Nc4cccc(OC(F)(F)F)c4)ccc3c(O)c2cc1F. The result is 0 (unstable in human liver microsomes). (4) The drug is CCCC[C@]1(C)CN(C2CCC2)C(=O)C(C2=NS(=O)(=O)c3cc(NS(C)(=O)=O)ccc3N2)=C1O. The result is 0 (unstable in human liver microsomes). (5) The molecule is Fc1ccc(F)c(-n2cnc3c(NCc4nc5c(F)c(F)ccc5[nH]4)nc(N4CCOCC4)nc32)c1. The result is 1 (stable in human liver microsomes). (6) The drug is CC(C)(C)C[C@@H]1N[C@@H](C(=O)N[C@H]2CC[C@@H](O)C2)[C@H](c2cccc(Cl)c2F)[C@]12C(=O)Nc1cc(Cl)ccc12. The result is 1 (stable in human liver microsomes). (7) The compound is COC(C)(C)CCC[C@@H](C)[C@H]1CC[C@H]2[C@H](CNc3cccc(O)c3)CCC[C@]12C. The result is 0 (unstable in human liver microsomes). (8) The compound is O=C(NOCCO)c1c(Nc2ccc(I)cc2F)cc(=O)n2c1CCC2. The result is 0 (unstable in human liver microsomes).